From a dataset of Catalyst prediction with 721,799 reactions and 888 catalyst types from USPTO. Predict which catalyst facilitates the given reaction. (1) Reactant: [C:1]([O:5][C:6]([N:8]1[C@H:17]([CH2:18][C:19]([OH:21])=O)[CH2:16][C:15]2[C:10](=[CH:11][CH:12]=[CH:13][CH:14]=2)[CH2:9]1)=[O:7])([CH3:4])([CH3:3])[CH3:2].[NH:22]1[CH2:27][CH2:26][O:25][CH2:24][CH2:23]1.C(N(CC)CC)C.C(Cl)CCl.OC1C2N=NNC=2C=CC=1. Product: [O:25]1[CH2:26][CH2:27][N:22]([C:19](=[O:21])[CH2:18][C@@H:17]2[CH2:16][C:15]3[C:10](=[CH:11][CH:12]=[CH:13][CH:14]=3)[CH2:9][N:8]2[C:6]([O:5][C:1]([CH3:4])([CH3:2])[CH3:3])=[O:7])[CH2:23][CH2:24]1. The catalyst class is: 4. (2) Reactant: [CH2:1]([N:3]1[CH2:7][CH2:6][CH2:5][CH:4]1[CH2:8][NH:9][S:10]([C:13]1[C:18]([Cl:19])=[CH:17][CH:16]=[C:15]([N+:20]([O-])=O)[C:14]=1[OH:23])(=[O:12])=[O:11])[CH3:2].[H][H]. Product: [CH2:1]([N:3]1[CH2:7][CH2:6][CH2:5][CH:4]1[CH2:8][NH:9][S:10]([C:13]1[C:18]([Cl:19])=[CH:17][CH:16]=[C:15]([NH2:20])[C:14]=1[OH:23])(=[O:12])=[O:11])[CH3:2]. The catalyst class is: 45. (3) Reactant: [CH3:1][C:2]1([CH3:35])[CH:7]([C:8]([O:10]C)=[O:9])[CH2:6][CH:5]=[C:4]([C:12]2[N:13]=[CH:14][N:15]([C:17]3[CH:22]=[C:21]([NH:23][C:24]4[N:29]=[C:28]([C:30]([F:33])([F:32])[F:31])[CH:27]=[CH:26][N:25]=4)[CH:20]=[C:19]([CH3:34])[CH:18]=3)[CH:16]=2)[CH2:3]1.[OH-].[Na+].Cl. Product: [CH3:1][C:2]1([CH3:35])[CH:7]([C:8]([OH:10])=[O:9])[CH2:6][CH:5]=[C:4]([C:12]2[N:13]=[CH:14][N:15]([C:17]3[CH:22]=[C:21]([NH:23][C:24]4[N:29]=[C:28]([C:30]([F:33])([F:31])[F:32])[CH:27]=[CH:26][N:25]=4)[CH:20]=[C:19]([CH3:34])[CH:18]=3)[CH:16]=2)[CH2:3]1. The catalyst class is: 24. (4) Reactant: N(OCCCC)=O.[F:8][C:9]1[CH:10]=[C:11]([CH:13]=[CH:14][C:15]=1[O:16][C:17]1[C:25]2[C:20](=[CH:21][CH:22]=[CH:23][CH:24]=2)[N:19]([CH2:26][C:27]2[CH:32]=[CH:31][C:30]([O:33][CH3:34])=[CH:29][CH:28]=2)[N:18]=1)N.Cl. Product: [F:8][C:9]1[CH:10]=[CH:11][CH:13]=[CH:14][C:15]=1[O:16][C:17]1[C:25]2[C:20](=[CH:21][CH:22]=[CH:23][CH:24]=2)[N:19]([CH2:26][C:27]2[CH:32]=[CH:31][C:30]([O:33][CH3:34])=[CH:29][CH:28]=2)[N:18]=1. The catalyst class is: 3.